This data is from Peptide-MHC class I binding affinity with 185,985 pairs from IEDB/IMGT. The task is: Regression. Given a peptide amino acid sequence and an MHC pseudo amino acid sequence, predict their binding affinity value. This is MHC class I binding data. (1) The binding affinity (normalized) is 0. The peptide sequence is SVANRSKQK. The MHC is HLA-B53:01 with pseudo-sequence HLA-B53:01. (2) The peptide sequence is KSALNDFDF. The MHC is HLA-B15:17 with pseudo-sequence HLA-B15:17. The binding affinity (normalized) is 0.686. (3) The peptide sequence is RLRQLPKKK. The MHC is HLA-A26:01 with pseudo-sequence HLA-A26:01. The binding affinity (normalized) is 0.0847. (4) The peptide sequence is AVSSGKNIK. The MHC is HLA-A11:01 with pseudo-sequence HLA-A11:01. The binding affinity (normalized) is 0.